From a dataset of Full USPTO retrosynthesis dataset with 1.9M reactions from patents (1976-2016). Predict the reactants needed to synthesize the given product. (1) The reactants are: Br[C:2]1[C:3]([N:22]2[CH2:25][C:24]([OH:27])([CH3:26])[CH2:23]2)=[N:4][CH:5]=[C:6]([CH:21]=1)[C:7]([NH:9][C:10]1[CH:15]=[CH:14][C:13]([O:16][C:17]([F:20])([F:19])[F:18])=[CH:12][CH:11]=1)=[O:8].[N:28]1[CH:33]=[C:32](B(O)O)[CH:31]=[N:30][CH:29]=1.C([O-])([O-])=O.[Na+].[Na+].CCO. Given the product [OH:27][C:24]1([CH3:26])[CH2:25][N:22]([C:3]2[C:2]([C:32]3[CH:33]=[N:28][CH:29]=[N:30][CH:31]=3)=[CH:21][C:6]([C:7]([NH:9][C:10]3[CH:15]=[CH:14][C:13]([O:16][C:17]([F:20])([F:19])[F:18])=[CH:12][CH:11]=3)=[O:8])=[CH:5][N:4]=2)[CH2:23]1, predict the reactants needed to synthesize it. (2) Given the product [CH3:30][C:31]([CH3:35])([CH3:34])[C:32]#[C:33][C@@H:26]([N:10]1[CH2:11][CH2:12][CH2:13][C@H:14]([CH2:15][C:16]([O:18][CH3:19])=[O:17])[C@H:9]1[C:6]1[CH:5]=[CH:4][C:3]([C:2]([F:20])([F:1])[F:21])=[CH:8][CH:7]=1)[CH2:25][CH2:24][C:23]([F:29])([F:28])[F:22], predict the reactants needed to synthesize it. The reactants are: [F:1][C:2]([F:21])([F:20])[C:3]1[CH:8]=[CH:7][C:6]([C@@H:9]2[C@@H:14]([CH2:15][C:16]([O:18][CH3:19])=[O:17])[CH2:13][CH2:12][CH2:11][NH:10]2)=[CH:5][CH:4]=1.[F:22][C:23]([F:29])([F:28])[CH2:24][CH2:25][CH:26]=O.[CH3:30][C:31]([CH3:35])([CH3:34])[C:32]#[CH:33]. (3) The reactants are: I[C:2]1[C:3]2[C:10]([CH3:11])=[CH:9][S:8][C:4]=2[N:5]=[CH:6][N:7]=1.[Cl:12][C:13]1[CH:18]=[CH:17][C:16]([CH:19]([OH:22])[C:20]#[CH:21])=[CH:15][CH:14]=1. Given the product [Cl:12][C:13]1[CH:14]=[CH:15][C:16]([CH:19]([OH:22])[C:20]#[C:21][C:2]2[C:3]3[C:10]([CH3:11])=[CH:9][S:8][C:4]=3[N:5]=[CH:6][N:7]=2)=[CH:17][CH:18]=1, predict the reactants needed to synthesize it. (4) Given the product [C:1]1([C:7]2[CH:8]=[CH:9][C:10]([CH2:19][NH:21][CH2:22][CH2:23][CH2:24][P:25](=[O:26])([OH:28])[OH:27])=[N:11][C:12]=2[C:13]2[CH:18]=[CH:17][CH:16]=[CH:15][CH:14]=2)[CH:6]=[CH:5][CH:4]=[CH:3][CH:2]=1, predict the reactants needed to synthesize it. The reactants are: [C:1]1([C:7]2[CH:8]=[CH:9][C:10]([CH:19]=O)=[N:11][C:12]=2[C:13]2[CH:18]=[CH:17][CH:16]=[CH:15][CH:14]=2)[CH:6]=[CH:5][CH:4]=[CH:3][CH:2]=1.[NH2:21][CH2:22][CH2:23][CH2:24][P:25](=[O:28])([OH:27])[OH:26].[BH3-]C#N.[Na+]. (5) Given the product [CH3:1][C:2]1[N:3]([CH2:14][CH2:11][CH2:12][NH2:13])[CH:4]=[CH:5][N:6]=1, predict the reactants needed to synthesize it. The reactants are: [CH3:1][C:2]1[NH:3][CH:4]=[CH:5][N:6]=1.[OH-].[Na+].Cl.Cl[CH:11]([CH3:14])[CH2:12][NH2:13].O. (6) Given the product [CH2:3]([O:10][C:11]1[CH:12]=[CH:13][C:14]([N:17]2[C:21]3=[N:22][CH:23]=[CH:24][CH:25]=[C:20]3[N:19]([CH2:28][CH2:29][CH3:30])[C:18]2=[O:26])=[CH:15][CH:16]=1)[C:4]1[CH:9]=[CH:8][CH:7]=[CH:6][CH:5]=1, predict the reactants needed to synthesize it. The reactants are: [H-].[Na+].[CH2:3]([O:10][C:11]1[CH:16]=[CH:15][C:14]([N:17]2[C:21]3=[N:22][CH:23]=[CH:24][CH:25]=[C:20]3[NH:19][C:18]2=[O:26])=[CH:13][CH:12]=1)[C:4]1[CH:9]=[CH:8][CH:7]=[CH:6][CH:5]=1.I[CH2:28][CH2:29][CH3:30].[Cl-].[Cl-].[Ca+2]. (7) Given the product [Cl:9][C:10]1[C:11]([CH2:18][O:19][CH:20]2[CH2:25][CH2:24][CH2:23][CH2:22][O:21]2)=[C:12]([CH2:16][NH:33][CH2:32][CH:30]2[CH2:29][O:28][C:27]([CH3:34])([CH3:26])[O:31]2)[CH:13]=[N:14][CH:15]=1, predict the reactants needed to synthesize it. The reactants are: C(O)(=O)C.[BH3-]C#N.[Na+].[Cl:9][C:10]1[C:11]([CH2:18][O:19][CH:20]2[CH2:25][CH2:24][CH2:23][CH2:22][O:21]2)=[C:12]([CH:16]=O)[CH:13]=[N:14][CH:15]=1.[CH3:26][C:27]1([CH3:34])[O:31][CH:30]([CH2:32][NH2:33])[CH2:29][O:28]1. (8) The reactants are: [CH3:1][O:2][C:3]1[C:10]([CH3:11])=[C:9]([O:12][CH3:13])[CH:8]=[CH:7][C:4]=1C=O.ClC1C=CC=C(C(OO)=[O:22])C=1.[OH-].[K+].Cl. Given the product [CH3:1][O:2][C:3]1[C:10]([CH3:11])=[C:9]([O:12][CH3:13])[CH:8]=[CH:7][C:4]=1[OH:22], predict the reactants needed to synthesize it. (9) Given the product [C:31]([O:30][C:29](=[O:35])[NH:28][C@H:25]1[CH2:26][CH2:27][C@@H:22]([N:19]2[C:20](=[O:21])[C:15]3[CH:14]=[C:13]([F:12])[CH:53]=[N:52][C:16]=3[N:17]([C:37]3[CH:42]=[C:41]([C:2]4[CH:11]=[CH:10][C:5]([O:6][CH2:7][CH2:8][OH:9])=[CH:4][CH:3]=4)[CH:40]=[CH:39][CH:38]=3)[C:18]2=[O:36])[CH2:23][CH2:24]1)([CH3:34])([CH3:32])[CH3:33], predict the reactants needed to synthesize it. The reactants are: Br[C:2]1[CH:11]=[CH:10][C:5]([O:6][CH2:7][CH2:8][OH:9])=[CH:4][CH:3]=1.[F:12][C:13]1[CH:53]=[N:52][C:16]2[N:17]([C:37]3[CH:42]=[CH:41][CH:40]=[C:39](B4OC(C)(C)C(C)(C)O4)[CH:38]=3)[C:18](=[O:36])[N:19]([C@@H:22]3[CH2:27][CH2:26][C@H:25]([NH:28][C:29](=[O:35])[O:30][C:31]([CH3:34])([CH3:33])[CH3:32])[CH2:24][CH2:23]3)[C:20](=[O:21])[C:15]=2[CH:14]=1.